Task: Predict the reaction yield, written as a fraction of the theoretical maximum amount of product (1.0 means a 100% yield; for example, 0.34 means a 34% yield).. Dataset: Reaction yield outcomes from USPTO patents with 853,638 reactions The reactants are [Cl:1][C:2]1[C:7]2[N:8](CC3C=CC(OC)=CC=3)[C:9]([O:11][C:12]3[C:17]([CH3:18])=[CH:16][C:15]([Cl:19])=[CH:14][C:13]=3[Cl:20])=[N:10][C:6]=2[C:5]([CH:30]([CH2:33][CH3:34])[CH2:31][CH3:32])=[CH:4][CH:3]=1.FC(F)(F)C(O)=O. No catalyst specified. The product is [Cl:1][C:2]1[C:7]2[N:8]=[C:9]([O:11][C:12]3[C:17]([CH3:18])=[CH:16][C:15]([Cl:19])=[CH:14][C:13]=3[Cl:20])[NH:10][C:6]=2[C:5]([CH:30]([CH2:33][CH3:34])[CH2:31][CH3:32])=[CH:4][CH:3]=1. The yield is 0.820.